This data is from Retrosynthesis with 50K atom-mapped reactions and 10 reaction types from USPTO. The task is: Predict the reactants needed to synthesize the given product. Given the product CC(C)(C)OC(=O)NC1(c2ccc(C(=O)NNC(=O)C3CC3)cn2)CC1, predict the reactants needed to synthesize it. The reactants are: CC(C)(C)OC(=O)NC1(c2ccc(C(=O)NN)cn2)CC1.O=C(O)C1CC1.